This data is from Full USPTO retrosynthesis dataset with 1.9M reactions from patents (1976-2016). The task is: Predict the reactants needed to synthesize the given product. (1) Given the product [N:21]1([C:19]([CH:2]([NH:1][C:37]([C:28]2[CH:29]=[CH:30][C:31]3[C:36](=[CH:35][CH:34]=[CH:33][CH:32]=3)[CH:27]=2)=[O:38])[CH2:3][NH:4][C:5]([CH:7]2[CH2:8][CH2:9][N:10]([C:13]3[CH:18]=[CH:17][N:16]=[CH:15][CH:14]=3)[CH2:11][CH2:12]2)=[O:6])=[O:20])[CH2:22][CH2:23][CH2:24][CH2:25][CH2:26]1, predict the reactants needed to synthesize it. The reactants are: [NH2:1][CH:2]([C:19]([N:21]1[CH2:26][CH2:25][CH2:24][CH2:23][CH2:22]1)=[O:20])[CH2:3][NH:4][C:5]([CH:7]1[CH2:12][CH2:11][N:10]([C:13]2[CH:18]=[CH:17][N:16]=[CH:15][CH:14]=2)[CH2:9][CH2:8]1)=[O:6].[CH:27]1[C:36]2[C:31](=[CH:32][CH:33]=[CH:34][CH:35]=2)[CH:30]=[CH:29][C:28]=1[C:37](Cl)=[O:38]. (2) Given the product [Cl:21][C:22]1[CH:23]=[C:24]([N:28]2[CH2:33][CH2:32][N:31]([C:17]([C:14]3[N:13]4[CH:9]([C:6]5[CH:5]=[CH:4][C:3]([C:1]#[N:2])=[CH:8][CH:7]=5)[CH2:10][CH2:11][C:12]4=[N:16][CH:15]=3)=[O:19])[CH2:30][C:29]2=[O:34])[CH:25]=[CH:26][CH:27]=1, predict the reactants needed to synthesize it. The reactants are: [C:1]([C:3]1[CH:8]=[CH:7][C:6]([CH:9]2[N:13]3[C:14]([C:17]([OH:19])=O)=[CH:15][N:16]=[C:12]3[CH2:11][CH2:10]2)=[CH:5][CH:4]=1)#[N:2].Cl.[Cl:21][C:22]1[CH:23]=[C:24]([N:28]2[CH2:33][CH2:32][NH:31][CH2:30][C:29]2=[O:34])[CH:25]=[CH:26][CH:27]=1.CCN=C=NCCCN(C)C.Cl.C1C=CC2N(O)N=NC=2C=1.C(N(CC)C(C)C)(C)C. (3) Given the product [Cl:28][C:24]1[CH:25]=[CH:26][CH:27]=[C:20]2[C:21]=1[C:22](=[O:30])[O:19][C:16]([CH3:18])([CH3:17])[CH:15]2[N:14]1[C:10]([CH2:9][OH:8])=[CH:11][N:12]=[CH:13]1, predict the reactants needed to synthesize it. The reactants are: [Si]([O:8][CH2:9][C:10]1[N:14]([CH:15]([C:20]2[CH:27]=[CH:26][CH:25]=[C:24]([Cl:28])[C:21]=2[C:22]#N)[C:16]([OH:19])([CH3:18])[CH3:17])[CH:13]=[N:12][CH:11]=1)(C(C)(C)C)(C)C.S(=O)(=O)(O)[OH:30].C(=O)(O)[O-].[Na+].